Dataset: CYP3A4 substrate classification data from Carbon-Mangels et al.. Task: Regression/Classification. Given a drug SMILES string, predict its absorption, distribution, metabolism, or excretion properties. Task type varies by dataset: regression for continuous measurements (e.g., permeability, clearance, half-life) or binary classification for categorical outcomes (e.g., BBB penetration, CYP inhibition). Dataset: cyp3a4_substrate_carbonmangels. The molecule is CCOCc1nc2c(N)nc3ccccc3c2n1CC(C)(C)O. The result is 1 (substrate).